Dataset: Peptide-MHC class I binding affinity with 185,985 pairs from IEDB/IMGT. Task: Regression. Given a peptide amino acid sequence and an MHC pseudo amino acid sequence, predict their binding affinity value. This is MHC class I binding data. (1) The peptide sequence is YMGLVKKAK. The MHC is HLA-B48:01 with pseudo-sequence HLA-B48:01. The binding affinity (normalized) is 0.0847. (2) The peptide sequence is KTMTTVYIL. The MHC is HLA-A32:01 with pseudo-sequence HLA-A32:01. The binding affinity (normalized) is 0.756.